Dataset: Full USPTO retrosynthesis dataset with 1.9M reactions from patents (1976-2016). Task: Predict the reactants needed to synthesize the given product. The reactants are: [OH:1][C:2]1[CH:3]=[C:4]2[C:9](=[CH:10][C:11]=1[CH3:12])[CH:8]=[N:7][CH:6]=[CH:5]2.Cl[C:14]1[C:23]2[C:18](=[CH:19][C:20]([O:26][CH3:27])=[C:21]([O:24][CH3:25])[CH:22]=2)[N:17]=[CH:16][CH:15]=1.O. Given the product [CH3:25][O:24][C:21]1[CH:22]=[C:23]2[C:18](=[CH:19][C:20]=1[O:26][CH3:27])[N:17]=[CH:16][CH:15]=[C:14]2[O:1][C:2]1[CH:3]=[C:4]2[C:9](=[CH:10][C:11]=1[CH3:12])[CH:8]=[N:7][CH:6]=[CH:5]2, predict the reactants needed to synthesize it.